From a dataset of Full USPTO retrosynthesis dataset with 1.9M reactions from patents (1976-2016). Predict the reactants needed to synthesize the given product. (1) Given the product [C:1]([NH:4][C:5]1[N:9]([CH:10]2[CH2:15][CH2:14][CH2:13][N:12]([C:16]([O:18][C:19]([CH3:22])([CH3:21])[CH3:20])=[O:17])[CH2:11]2)[N:8]=[C:7]([C:23]2[CH:28]=[CH:27][C:26]([O:29][C:30]3[CH:35]=[CH:34][C:33]([F:36])=[CH:32][CH:31]=3)=[CH:25][C:24]=2[Cl:37])[C:6]=1[C:38]([OH:40])=[O:39])(=[O:3])[CH3:2], predict the reactants needed to synthesize it. The reactants are: [C:1]([NH:4][C:5]1[N:9]([CH:10]2[CH2:15][CH2:14][CH2:13][N:12]([C:16]([O:18][C:19]([CH3:22])([CH3:21])[CH3:20])=[O:17])[CH2:11]2)[N:8]=[C:7]([C:23]2[CH:28]=[CH:27][C:26]([O:29][C:30]3[CH:35]=[CH:34][C:33]([F:36])=[CH:32][CH:31]=3)=[CH:25][C:24]=2[Cl:37])[C:6]=1[C:38]([O:40]CC)=[O:39])(=[O:3])[CH3:2].[OH-].[Li+]. (2) Given the product [N:29]1([C:27](=[O:28])[CH2:26][O:1][C@H:2]2[C:11]3[C:6](=[CH:7][CH:8]=[CH:9][CH:10]=3)[C@@H:5]([N:12]3[C:20](=[O:21])[C:19]4[C:14](=[CH:15][CH:16]=[CH:17][CH:18]=4)[C:13]3=[O:22])[CH2:4][CH2:3]2)[CH2:34][CH2:33][O:32][CH2:31][CH2:30]1, predict the reactants needed to synthesize it. The reactants are: [OH:1][C@H:2]1[C:11]2[C:6](=[CH:7][CH:8]=[CH:9][CH:10]=2)[C@@H:5]([N:12]2[C:20](=[O:21])[C:19]3[C:14](=[CH:15][CH:16]=[CH:17][CH:18]=3)[C:13]2=[O:22])[CH2:4][CH2:3]1.[H-].[Na+].Cl[CH2:26][C:27]([N:29]1[CH2:34][CH2:33][O:32][CH2:31][CH2:30]1)=[O:28].